This data is from Forward reaction prediction with 1.9M reactions from USPTO patents (1976-2016). The task is: Predict the product of the given reaction. (1) Given the reactants [C:1]([C:3]1[CH:8]=[CH:7][C:6]([N:9]2[C:13]3=[N:14][CH:15]=[CH:16][CH:17]=[C:12]3[CH:11]=[CH:10]2)=[CH:5][CH:4]=1)#[CH:2].I[C:19]1[CH:20]=[N:21][CH:22]=[CH:23][CH:24]=1, predict the reaction product. The product is: [N:21]1[CH:22]=[CH:23][CH:24]=[C:19]([C:2]#[C:1][C:3]2[CH:4]=[CH:5][C:6]([N:9]3[C:13]4=[N:14][CH:15]=[CH:16][CH:17]=[C:12]4[CH:11]=[CH:10]3)=[CH:7][CH:8]=2)[CH:20]=1. (2) Given the reactants [OH:1][C:2]1[CH:3]=[C:4](/[CH:8]=[CH:9]/[C:10](=[O:23])[CH2:11][C:12](=[O:22])/[CH:13]=[CH:14]/[C:15]2[CH:20]=[CH:19][C:18]([OH:21])=[CH:17][CH:16]=2)[CH:5]=[CH:6][CH:7]=1.CN(C)C1C=CC(/C=C/C(=O)CC(=O)/C=C/C2C=CC(O)=C(OC)C=2)=CC=1, predict the reaction product. The product is: [OH:1][C:2]1[CH:3]=[C:4]([CH2:8][CH2:9][C:10](=[O:23])[CH2:11][C:12](=[O:22])[CH2:13][CH2:14][C:15]2[CH:20]=[CH:19][C:18]([OH:21])=[CH:17][CH:16]=2)[CH:5]=[CH:6][CH:7]=1.